This data is from Catalyst prediction with 721,799 reactions and 888 catalyst types from USPTO. The task is: Predict which catalyst facilitates the given reaction. (1) Reactant: [BH4-].[Na+].C([O:5][C:6]([C:8]1[S:9][CH:10]=[C:11]([C:13](=[O:32])[NH:14][C@H:15]([CH3:31])[CH2:16][N:17]2[CH:21]=[CH:20][C:19]([C:22]3[CH:27]=[CH:26][C:25]([C:28]#[N:29])=[C:24]([Cl:30])[CH:23]=3)=[N:18]2)[N:12]=1)=O)C. Product: [Cl:30][C:24]1[CH:23]=[C:22]([C:19]2[CH:20]=[CH:21][N:17]([CH2:16][C@H:15]([NH:14][C:13]([C:11]3[N:12]=[C:8]([CH2:6][OH:5])[S:9][CH:10]=3)=[O:32])[CH3:31])[N:18]=2)[CH:27]=[CH:26][C:25]=1[C:28]#[N:29]. The catalyst class is: 8. (2) Product: [NH2:1][C:2]1[C:3]2[C:28]([CH:32]3[CH2:34][CH2:33]3)([C:29]#[N:31])[C:27](=[O:35])[NH:26][C:4]=2[N:5]=[C:6]([C:8]2[C:16]3[C:11](=[N:12][CH:13]=[CH:14][CH:15]=3)[N:10]([CH2:17][CH2:18][C:19]([F:25])([F:24])[C:20]([F:21])([F:23])[F:22])[N:9]=2)[N:7]=1. The catalyst class is: 17. Reactant: [NH2:1][C:2]1[C:3]2[C:28]([CH:32]3[CH2:34][CH2:33]3)([C:29]([NH2:31])=O)[C:27](=[O:35])[NH:26][C:4]=2[N:5]=[C:6]([C:8]2[C:16]3[C:11](=[N:12][CH:13]=[CH:14][CH:15]=3)[N:10]([CH2:17][CH2:18][C:19]([F:25])([F:24])[C:20]([F:23])([F:22])[F:21])[N:9]=2)[N:7]=1.P(Cl)(Cl)(Cl)=O. (3) Reactant: Br[C:2]1[S:6][C:5]2=[N:7][C:8]([C:10]3[CH:15]=[CH:14][C:13]([F:16])=[CH:12][CH:11]=3)=[CH:9][N:4]2[CH:3]=1.C([Li])CCC.[C:22](=[O:24])=[O:23]. Product: [F:16][C:13]1[CH:14]=[CH:15][C:10]([C:8]2[N:7]=[C:5]3[N:4]([CH:9]=2)[CH:3]=[C:2]([C:22]([OH:24])=[O:23])[S:6]3)=[CH:11][CH:12]=1. The catalyst class is: 134. (4) Reactant: [Br:1][CH2:2][CH2:3][C:4]1[CH:12]=[CH:11][C:7]([C:8]([OH:10])=[O:9])=[CH:6][CH:5]=1.[CH3:13]O. Product: [Br:1][CH2:2][CH2:3][C:4]1[CH:12]=[CH:11][C:7]([C:8]([O:10][CH3:13])=[O:9])=[CH:6][CH:5]=1. The catalyst class is: 82. (5) Reactant: [Si:1]([O:8][CH2:9][CH2:10][CH2:11][C:12]1[CH:17]=[CH:16][C:15]([C:18]2[CH:23]=[CH:22][C:21]([C:24]([O:26]C)=[O:25])=[CH:20][CH:19]=2)=[C:14]([O:28][CH3:29])[CH:13]=1)([C:4]([CH3:7])([CH3:6])[CH3:5])([CH3:3])[CH3:2].[Li+].[OH-]. Product: [Si:1]([O:8][CH2:9][CH2:10][CH2:11][C:12]1[CH:17]=[CH:16][C:15]([C:18]2[CH:23]=[CH:22][C:21]([C:24]([OH:26])=[O:25])=[CH:20][CH:19]=2)=[C:14]([O:28][CH3:29])[CH:13]=1)([C:4]([CH3:5])([CH3:7])[CH3:6])([CH3:2])[CH3:3]. The catalyst class is: 56. (6) Reactant: [Cl:1][C:2]1[CH:3]=[C:4]([C:24]2([C:29]([O:31]CC)=[O:30])[CH2:28][CH2:27][CH2:26][CH2:25]2)[CH:5]=[C:6]([C:14]2[CH:19]=[CH:18][C:17]([C:20]([F:23])([F:22])[F:21])=[CH:16][CH:15]=2)[C:7]=1[O:8][CH2:9][C:10]([F:13])([F:12])[F:11].O.[OH-].[Li+]. Product: [Cl:1][C:2]1[CH:3]=[C:4]([C:24]2([C:29]([OH:31])=[O:30])[CH2:25][CH2:26][CH2:27][CH2:28]2)[CH:5]=[C:6]([C:14]2[CH:15]=[CH:16][C:17]([C:20]([F:21])([F:22])[F:23])=[CH:18][CH:19]=2)[C:7]=1[O:8][CH2:9][C:10]([F:12])([F:13])[F:11]. The catalyst class is: 200. (7) Reactant: Cl[C:2]1[N:10]=[C:9]([Cl:11])[CH:8]=[CH:7][C:3]=1[C:4]([OH:6])=[O:5].[NH2:12][C@H:13]([CH2:16][C:17]1[CH:22]=[CH:21][CH:20]=[CH:19][CH:18]=1)[CH2:14][OH:15].C(N(CC)CC)C.O. Product: [Cl:11][C:9]1[CH:8]=[CH:7][C:3]([C:4]([OH:6])=[O:5])=[C:2]([NH:12][C@@H:13]([CH2:14][OH:15])[CH2:16][C:17]2[CH:18]=[CH:19][CH:20]=[CH:21][CH:22]=2)[N:10]=1. The catalyst class is: 12.